This data is from Forward reaction prediction with 1.9M reactions from USPTO patents (1976-2016). The task is: Predict the product of the given reaction. (1) Given the reactants [O:1]1[C:9]2[C:4](=[N:5][C:6]([NH2:10])=[CH:7][CH:8]=2)[CH2:3][CH2:2]1.[CH3:11][C:12]1[CH:17]=[CH:16][C:15]([S:18](Cl)(=[O:20])=[O:19])=[CH:14][CH:13]=1.O, predict the reaction product. The product is: [O:1]1[C:9]2[C:4](=[N:5][C:6]([NH:10][S:18]([C:15]3[CH:16]=[CH:17][C:12]([CH3:11])=[CH:13][CH:14]=3)(=[O:20])=[O:19])=[CH:7][CH:8]=2)[CH2:3][CH2:2]1. (2) Given the reactants [CH3:1][O:2][C:3](=[O:21])[C@H:4]([CH2:13][C:14]1[CH:19]=[CH:18][C:17]([OH:20])=[CH:16][CH:15]=1)[NH:5][C:6]([O:8][C:9]([CH3:12])([CH3:11])[CH3:10])=[O:7].C([O-])([O-])=O.[K+].[K+].[CH:28]1([CH2:34]Br)[CH2:33][CH2:32][CH2:31][CH2:30][CH2:29]1, predict the reaction product. The product is: [CH3:1][O:2][C:3](=[O:21])[C@H:4]([CH2:13][C:14]1[CH:19]=[CH:18][C:17]([O:20][CH2:34][CH:28]2[CH2:33][CH2:32][CH2:31][CH2:30][CH2:29]2)=[CH:16][CH:15]=1)[NH:5][C:6]([O:8][C:9]([CH3:12])([CH3:10])[CH3:11])=[O:7]. (3) Given the reactants [OH:1][CH2:2][C:3]([O:5]CC)=O.[CH3:8][N:9]1[CH2:14][CH2:13][NH:12][CH2:11][CH2:10]1, predict the reaction product. The product is: [OH:1][CH2:2][C:3]([N:12]1[CH2:13][CH2:14][N:9]([CH3:8])[CH2:10][CH2:11]1)=[O:5].